This data is from Catalyst prediction with 721,799 reactions and 888 catalyst types from USPTO. The task is: Predict which catalyst facilitates the given reaction. (1) The catalyst class is: 83. Reactant: [CH3:1][C:2]1[C:23]([N:24]2[C:28]3[CH:29]=[CH:30][C:31]([C:33]([F:36])([F:35])[F:34])=[CH:32][C:27]=3[N:26]=[C:25]2[CH3:37])=[CH:22][CH:21]=[CH:20][C:3]=1[CH2:4][NH:5][C:6]1[CH:19]=[CH:18][C:9]2[C@H:10]([CH2:13][C:14]([O:16]C)=[O:15])[CH2:11][O:12][C:8]=2[CH:7]=1.[OH-].[Na+]. Product: [CH3:1][C:2]1[C:23]([N:24]2[C:28]3[CH:29]=[CH:30][C:31]([C:33]([F:35])([F:34])[F:36])=[CH:32][C:27]=3[N:26]=[C:25]2[CH3:37])=[CH:22][CH:21]=[CH:20][C:3]=1[CH2:4][NH:5][C:6]1[CH:19]=[CH:18][C:9]2[C@H:10]([CH2:13][C:14]([OH:16])=[O:15])[CH2:11][O:12][C:8]=2[CH:7]=1. (2) Reactant: [N:1]1[C:10]2[C:5](=[CH:6][CH:7]=[CH:8][C:9]=2[N:11]2[CH2:16][CH2:15][C:14](=O)[CH2:13][CH2:12]2)[CH:4]=[CH:3][CH:2]=1.[N:18]1([C:24]2[CH:32]=[CH:31][CH:30]=[C:29]3[C:25]=2[CH:26]=[CH:27][NH:28]3)[CH2:23][CH2:22][NH:21][CH2:20][CH2:19]1.C(O[BH-](OC(=O)C)OC(=O)C)(=O)C.[Na+].C(O)(=O)C. Product: [NH:28]1[C:29]2[C:25](=[C:24]([N:18]3[CH2:23][CH2:22][N:21]([CH:14]4[CH2:15][CH2:16][N:11]([C:9]5[CH:8]=[CH:7][CH:6]=[C:5]6[C:10]=5[N:1]=[CH:2][CH:3]=[CH:4]6)[CH2:12][CH2:13]4)[CH2:20][CH2:19]3)[CH:32]=[CH:31][CH:30]=2)[CH:26]=[CH:27]1. The catalyst class is: 2.